This data is from Catalyst prediction with 721,799 reactions and 888 catalyst types from USPTO. The task is: Predict which catalyst facilitates the given reaction. Reactant: [NH2:1][C:2]1[CH:10]=[CH:9][C:8]([N+:11]([O-:13])=[O:12])=[CH:7][C:3]=1[C:4]([OH:6])=[O:5].[O:14]=[C:15](Cl)OC(Cl)(Cl)Cl. Product: [N+:11]([C:8]1[CH:7]=[C:3]2[C:4]([O:6][C:15](=[O:14])[NH:1][C:2]2=[CH:10][CH:9]=1)=[O:5])([O-:13])=[O:12]. The catalyst class is: 12.